This data is from Reaction yield outcomes from USPTO patents with 853,638 reactions. The task is: Predict the reaction yield, written as a fraction of the theoretical maximum amount of product (1.0 means a 100% yield; for example, 0.34 means a 34% yield). (1) The reactants are [OH:1][CH2:2][C:3]([C:6]1[CH:10]=[C:9]([NH:11][C:12](=[O:26])[C:13]([CH3:25])([S:15]([CH2:18][CH:19]2[CH2:24][CH2:23][O:22][CH2:21][CH2:20]2)(=[O:17])=[O:16])[CH3:14])[O:8][N:7]=1)([CH3:5])[CH3:4].[H-].[Na+].[CH3:29]I. The catalyst is C1COCC1. The product is [CH3:29][O:1][CH2:2][C:3]([C:6]1[CH:10]=[C:9]([NH:11][C:12](=[O:26])[C:13]([CH3:14])([S:15]([CH2:18][CH:19]2[CH2:24][CH2:23][O:22][CH2:21][CH2:20]2)(=[O:17])=[O:16])[CH3:25])[O:8][N:7]=1)([CH3:5])[CH3:4]. The yield is 0.280. (2) The reactants are [Br:1][C:2]1[CH:7]=[CH:6][C:5]([CH2:8]Br)=[C:4]([F:10])[CH:3]=1.[C-:11]#[N:12].[Na+]. The catalyst is CN(C=O)C.O. The product is [Br:1][C:2]1[CH:7]=[CH:6][C:5]([CH2:8][C:11]#[N:12])=[C:4]([F:10])[CH:3]=1. The yield is 0.460. (3) The reactants are [CH3:1][C:2]([O:5][C@H:6]([CH3:32])[C@@H:7]([C:28]([O:30][CH3:31])=[O:29])[NH:8][C:9]([C:11]1[CH:16]=[CH:15][C:14]([C:17]2[CH:22]=[CH:21][C:20]([O:23][CH3:24])=[CH:19][CH:18]=2)=[CH:13][C:12]=1[N+:25]([O-])=O)=[O:10])([CH3:4])[CH3:3]. The catalyst is [Pd].C(O)C. The product is [NH2:25][C:12]1[CH:13]=[C:14]([C:17]2[CH:18]=[CH:19][C:20]([O:23][CH3:24])=[CH:21][CH:22]=2)[CH:15]=[CH:16][C:11]=1[C:9]([NH:8][C@H:7]([C:28]([O:30][CH3:31])=[O:29])[C@@H:6]([CH3:32])[O:5][C:2]([CH3:3])([CH3:4])[CH3:1])=[O:10]. The yield is 0.980.